Dataset: Reaction yield outcomes from USPTO patents with 853,638 reactions. Task: Predict the reaction yield, written as a fraction of the theoretical maximum amount of product (1.0 means a 100% yield; for example, 0.34 means a 34% yield). (1) The yield is 0.840. The catalyst is S(=O)(=O)(O)O. The reactants are [N+:1]([O-:4])(O)=[O:2].[Br:5][C:6]1[CH:11]=[C:10]([F:12])[CH:9]=[CH:8][C:7]=1[CH2:13][C:14]([OH:16])=[O:15]. The product is [Br:5][C:6]1[CH:11]=[C:10]([F:12])[C:9]([N+:1]([O-:4])=[O:2])=[CH:8][C:7]=1[CH2:13][C:14]([OH:16])=[O:15]. (2) The reactants are [C:1](Cl)(=O)C.[CH3:5][C:6]1[S:10][C:9]([C:11]([OH:13])=[O:12])=[CH:8][CH:7]=1. The catalyst is CO. The product is [CH3:1][O:12][C:11]([C:9]1[S:10][C:6]([CH3:5])=[CH:7][CH:8]=1)=[O:13]. The yield is 0.810.